This data is from Full USPTO retrosynthesis dataset with 1.9M reactions from patents (1976-2016). The task is: Predict the reactants needed to synthesize the given product. (1) Given the product [Cl:1][C:2]1[CH:3]=[C:4]([N:13]([CH2:31][CH3:32])[C@H:14]2[CH2:15][CH2:16][C@H:17]([N:20]([CH2:22][C:23]3[CH:28]=[CH:27][C:26]([O:29][CH3:30])=[CH:25][CH:24]=3)[CH3:21])[CH2:18][CH2:19]2)[C:5]([CH3:12])=[C:6]([CH:11]=1)[C:7]([OH:9])=[O:8], predict the reactants needed to synthesize it. The reactants are: [Cl:1][C:2]1[CH:3]=[C:4]([N:13]([CH2:31][CH3:32])[C@H:14]2[CH2:19][CH2:18][C@H:17]([N:20]([CH2:22][C:23]3[CH:28]=[CH:27][C:26]([O:29][CH3:30])=[CH:25][CH:24]=3)[CH3:21])[CH2:16][CH2:15]2)[C:5]([CH3:12])=[C:6]([CH:11]=1)[C:7]([O:9]C)=[O:8].[OH-].[Na+]. (2) Given the product [F:7][C:8]([F:22])([F:23])[C:9]1[CH:10]=[CH:11][C:12]([NH:15][C@H:16]([CH2:20][CH3:21])[CH2:17][C:18]([NH2:19])=[O:6])=[CH:13][CH:14]=1, predict the reactants needed to synthesize it. The reactants are: S(=O)(=O)(O)O.[OH2:6].[F:7][C:8]([F:23])([F:22])[C:9]1[CH:14]=[CH:13][C:12]([NH:15][C@H:16]([CH2:20][CH3:21])[CH2:17][C:18]#[N:19])=[CH:11][CH:10]=1.